Predict the reactants needed to synthesize the given product. From a dataset of Full USPTO retrosynthesis dataset with 1.9M reactions from patents (1976-2016). (1) Given the product [NH2:32][C:22]1[C:27]([C:28]#[N:29])=[C:26]([NH:20][CH:18]([C:10]2[N:9]([C:4]3[CH:3]=[C:2]([F:1])[CH:7]=[C:6]([F:8])[CH:5]=3)[C:13]3=[N:14][CH:15]=[CH:16][CH:17]=[C:12]3[N:11]=2)[CH3:19])[N:25]=[CH:24][N:23]=1, predict the reactants needed to synthesize it. The reactants are: [F:1][C:2]1[CH:3]=[C:4]([N:9]2[C:13]3=[N:14][CH:15]=[CH:16][CH:17]=[C:12]3[N:11]=[C:10]2[CH:18]([NH2:20])[CH3:19])[CH:5]=[C:6]([F:8])[CH:7]=1.Cl[C:22]1[C:27]([C:28]#[N:29])=[CH:26][N:25]=[CH:24][N:23]=1.CC[N:32](C(C)C)C(C)C.O. (2) The reactants are: [C:1]1(CC(O)=O)[C:10]2[C:5](=[CH:6][CH:7]=[CH:8][CH:9]=2)[CH:4]=[CH:3][CH:2]=1.[C:15](Cl)(=[O:19])[C:16](Cl)=O.CN(C)C=O.[NH2:26][C:27]1[CH:28]=[C:29]([N:33]2[C:38](=[O:39])[C:37]([CH2:40][C:41]3[CH:46]=[CH:45][CH:44]=[CH:43][CH:42]=3)=[N:36][C:35]3[CH:47]=[CH:48][CH:49]=[N:50][C:34]2=3)[CH:30]=[CH:31][CH:32]=1. Given the product [CH2:40]([C:37]1[C:38](=[O:39])[N:33]([C:29]2[CH:30]=[CH:31][CH:32]=[C:27]([N:26]([C:1]3[C:10]4[C:5](=[CH:6][CH:7]=[CH:8][CH:9]=4)[CH:4]=[CH:3][CH:2]=3)[C:15](=[O:19])[CH3:16])[CH:28]=2)[C:34]2[N:50]=[CH:49][CH:48]=[CH:47][C:35]=2[N:36]=1)[C:41]1[CH:42]=[CH:43][CH:44]=[CH:45][CH:46]=1, predict the reactants needed to synthesize it. (3) The reactants are: [CH2:1]([N:4]([C:12]1[CH:17]=[CH:16][C:15]([F:18])=[CH:14][CH:13]=1)[C:5](=[O:11])[CH2:6][C:7]([O:9][CH3:10])=[O:8])[CH:2]=[CH2:3]. Given the product [F:18][C:15]1[CH:16]=[CH:17][C:12]([N:4]2[CH2:1][CH:2]3[C:6]([C:7]([O:9][CH3:10])=[O:8])([CH2:3]3)[C:5]2=[O:11])=[CH:13][CH:14]=1, predict the reactants needed to synthesize it. (4) Given the product [NH2:1][C:2]1([CH2:15][NH:16][C:17](=[O:26])[C:18]2[CH:23]=[CH:22][C:21]([F:24])=[CH:20][C:19]=2[F:25])[CH2:6][CH2:5][N:4]([C:7]2[C:12]([C:31]3[CH:32]=[CH:33][C:28]([F:27])=[CH:29][CH:30]=3)=[C:11]([NH2:14])[N:10]=[CH:9][N:8]=2)[CH2:3]1, predict the reactants needed to synthesize it. The reactants are: [NH2:1][C:2]1([CH2:15][NH:16][C:17](=[O:26])[C:18]2[CH:23]=[CH:22][C:21]([F:24])=[CH:20][C:19]=2[F:25])[CH2:6][CH2:5][N:4]([C:7]2[C:12](Br)=[C:11]([NH2:14])[N:10]=[CH:9][N:8]=2)[CH2:3]1.[F:27][C:28]1[CH:33]=[CH:32][C:31](B(O)O)=[CH:30][CH:29]=1.C1(P(C2CCCCC2)C2C=CC=CC=2C2C(OC)=CC=CC=2OC)CCCCC1.C(=O)([O-])[O-].[Cs+].[Cs+]. (5) Given the product [F:1][C:2]1[CH:10]=[CH:9][C:8]([CH2:11][C:12]2[C:21]3[C:16](=[CH:17][CH:18]=[CH:19][CH:20]=3)[C:15](=[O:22])[NH:14][N:13]=2)=[CH:7][C:3]=1[C:4]([N:57]1[CH2:56][CH2:55][N:54]2[C:50]([C:49]([F:60])([F:48])[F:59])=[N:51][N:52]=[C:53]2[CH2:58]1)=[O:5], predict the reactants needed to synthesize it. The reactants are: [F:1][C:2]1[CH:10]=[CH:9][C:8]([CH2:11][C:12]2[C:21]3[C:16](=[CH:17][CH:18]=[CH:19][CH:20]=3)[C:15](=[O:22])[NH:14][N:13]=2)=[CH:7][C:3]=1[C:4](O)=[O:5].F[P-](F)(F)(F)(F)F.N1(OC(N(C)C)=[N+](C)C)C2C=CC=CC=2N=N1.Cl.[F:48][C:49]([F:60])([F:59])[C:50]1[N:54]2[CH2:55][CH2:56][NH:57][CH2:58][C:53]2=[N:52][N:51]=1.C(N(CC)C(C)C)(C)C. (6) Given the product [Br:1][C:2]1[CH:3]=[C:4]([CH:9]=[CH:10][C:11]=1[C:12]([NH2:13])=[O:17])[C:5]([O:7][CH3:8])=[O:6], predict the reactants needed to synthesize it. The reactants are: [Br:1][C:2]1[CH:3]=[C:4]([CH:9]=[CH:10][C:11]=1[C:12]#[N:13])[C:5]([O:7][CH3:8])=[O:6].OO.C(=O)([O-])[O-:17].[K+].[K+]. (7) Given the product [OH:1][C:2]1[C:6]2([CH2:11][CH2:10][N:9]([O:12][CH3:13])[CH2:8][CH2:7]2)[N:5]([CH3:24])[C:4](=[O:14])[C:3]=1[C:15]1[C:20]([CH3:21])=[CH:19][C:18]([CH3:22])=[CH:17][C:16]=1[CH3:23], predict the reactants needed to synthesize it. The reactants are: [OH:1][C:2]1[C:6]2([CH2:11][CH2:10][N:9]([O:12][CH3:13])[CH2:8][CH2:7]2)[NH:5][C:4](=[O:14])[C:3]=1[C:15]1[C:20]([CH3:21])=[CH:19][C:18]([CH3:22])=[CH:17][C:16]=1[CH3:23].[CH3:24][Si]([N-][Si](C)(C)C)(C)C.[Li+].CI. (8) Given the product [CH3:20][CH2:16][CH2:17][CH2:12][CH2:13][CH3:14].[CH2:25]([CH:14]1[CH2:13][CH:12]([CH:3]([O:4][Si:5]([CH2:8][CH3:9])([CH2:6][CH3:7])[CH2:10][CH3:11])[C:2]([F:18])([F:1])[F:19])[CH2:17][CH2:16][N:15]1[C:28]([O:30][CH3:31])=[O:29])[CH3:26], predict the reactants needed to synthesize it. The reactants are: [F:1][C:2]([F:19])([F:18])[CH:3]([CH:12]1[CH2:17][CH2:16][NH:15][CH2:14][CH2:13]1)[O:4][Si:5]([CH2:10][CH3:11])([CH2:8][CH3:9])[CH2:6][CH3:7].[CH2:20](N([CH2:25][CH3:26])CC)C.Cl[C:28]([O:30][CH3:31])=[O:29].O.